From a dataset of Catalyst prediction with 721,799 reactions and 888 catalyst types from USPTO. Predict which catalyst facilitates the given reaction. (1) Reactant: [H-].C([Al+]CC(C)C)C(C)C.C[O:12][C:13]([C:15]1[C:24]2[C:19](=[CH:20][CH:21]=[C:22]([Cl:25])[CH:23]=2)[CH:18]=[CH:17][CH:16]=1)=O. Product: [Cl:25][C:22]1[CH:23]=[C:24]2[C:19]([CH:18]=[CH:17][CH:16]=[C:15]2[CH2:13][OH:12])=[CH:20][CH:21]=1. The catalyst class is: 2. (2) The catalyst class is: 103. Reactant: [CH2:1]([C:3]([C:22]1[CH:27]=[CH:26][C:25](/[CH:28]=[CH:29]/[C:30]([C:36]([F:39])([F:38])[F:37])([OH:35])[C:31]([F:34])([F:33])[F:32])=[C:24]([CH3:40])[CH:23]=1)([C:6]1[CH:11]=[CH:10][C:9](B2OC(C)(C)C(C)(C)O2)=[C:8]([CH3:21])[CH:7]=1)[CH2:4][CH3:5])[CH3:2].[CH2:41]([O:43][C:44](=[O:52])[CH2:45][C:46]1[N:47]=[C:48](Br)[S:49][CH:50]=1)[CH3:42].P([O-])([O-])([O-])=O.[K+].[K+].[K+]. Product: [CH2:41]([O:43][C:44](=[O:52])[CH2:45][C:46]1[N:47]=[C:48]([C:9]2[CH:10]=[CH:11][C:6]([C:3]([CH2:4][CH3:5])([C:22]3[CH:27]=[CH:26][C:25](/[CH:28]=[CH:29]/[C:30]([OH:35])([C:36]([F:38])([F:39])[F:37])[C:31]([F:34])([F:33])[F:32])=[C:24]([CH3:40])[CH:23]=3)[CH2:1][CH3:2])=[CH:7][C:8]=2[CH3:21])[S:49][CH:50]=1)[CH3:42].